From a dataset of Reaction yield outcomes from USPTO patents with 853,638 reactions. Predict the reaction yield, written as a fraction of the theoretical maximum amount of product (1.0 means a 100% yield; for example, 0.34 means a 34% yield). (1) The reactants are COC1C=CC(C[N:8]2[CH2:11][C:10]3([CH2:15][CH2:14][CH2:13][N:12]3[C:16]([O:18][CH2:19][C:20]3[CH:25]=[CH:24][CH:23]=[CH:22][CH:21]=3)=[O:17])[C:9]2=[O:26])=CC=1.O=[N+]([O-])[O-].[O-][N+](=O)[O-].[O-][N+](=O)[O-].[O-][N+](=O)[O-].[O-][N+](=O)[O-].[O-][N+](=O)[O-].[Ce+4].[NH4+].[NH4+]. The catalyst is CC#N.O. The product is [O:26]=[C:9]1[C:10]2([CH2:15][CH2:14][CH2:13][N:12]2[C:16]([O:18][CH2:19][C:20]2[CH:25]=[CH:24][CH:23]=[CH:22][CH:21]=2)=[O:17])[CH2:11][NH:8]1. The yield is 0.365. (2) The reactants are [CH3:1][O:2][C:3]([C@@H:5]1[C@H:10](C(O)=O)[CH:9]2[CH2:14][CH2:15][CH:6]1[CH2:7][CH2:8]2)=[O:4].C([N:18](CC)CC)C.Cl[C:24]([O:26][CH2:27][CH3:28])=[O:25].[N-]=[N+]=[N-].[Na+].[CH2:33](O)[C:34]1C=C[CH:37]=[CH:36][CH:35]=1. The catalyst is O1CCCC1.O.C1C=CC=CC=1.ClCCl. The product is [CH3:1][O:2][C:3]([C@H:5]1[C@@H:10]([NH:18][C:24]([O:26][CH2:27][C:28]2[CH:37]=[CH:36][CH:35]=[CH:34][CH:33]=2)=[O:25])[CH:9]2[CH2:8][CH2:7][CH:6]1[CH2:15][CH2:14]2)=[O:4]. The yield is 0.380. (3) The reactants are [C:1]([C:3]1[C:4]([C:20]([F:23])([F:22])[F:21])=[C:5]2[C:9](=[CH:10][CH:11]=1)[N:8]([CH2:12][C:13](=[NH:16])[NH:14][OH:15])[C:7]([CH2:17][CH2:18][CH3:19])=[CH:6]2)#[N:2].[Cl:24][C:25]1[C:30]([C:31](Cl)=O)=[CH:29][CH:28]=[CH:27][N:26]=1.C(N(CC)CC)C. The catalyst is C(#N)C. The product is [Cl:24][C:25]1[C:30]([C:31]2[O:15][N:14]=[C:13]([CH2:12][N:8]3[C:9]4[C:5](=[C:4]([C:20]([F:22])([F:23])[F:21])[C:3]([C:1]#[N:2])=[CH:11][CH:10]=4)[CH:6]=[C:7]3[CH2:17][CH2:18][CH3:19])[N:16]=2)=[CH:29][CH:28]=[CH:27][N:26]=1. The yield is 0.400. (4) The reactants are CCN=C=NCCCN(C)C.Cl.[Cl:13][C:14]1[CH:35]=[CH:34][C:17]([C:18]([N:20]([CH3:33])[C:21]2[CH:32]=[CH:31][CH:30]=[CH:29][C:22]=2[O:23][CH2:24][CH2:25][C:26](O)=[O:27])=[O:19])=[CH:16][C:15]=1[C:36]1[CH:37]=[N:38][C:39]([C:44]([F:47])([F:46])[F:45])=[CH:40][C:41]=1[C:42]#[N:43].[C:48]([O:52][C:53]([CH3:56])([CH3:55])[CH3:54])(=[O:51])[NH:49][NH2:50].C1C=CC2N(O)N=NC=2C=1.C([O-])([O-])=O.[Na+].[Na+]. The catalyst is CN(C=O)C.ClCCl. The product is [C:53]([O:52][C:48]([NH:49][NH:50][C:26](=[O:27])[CH2:25][CH2:24][O:23][C:22]1[CH:29]=[CH:30][CH:31]=[CH:32][C:21]=1[N:20]([C:18](=[O:19])[C:17]1[CH:34]=[CH:35][C:14]([Cl:13])=[C:15]([C:36]2[CH:37]=[N:38][C:39]([C:44]([F:45])([F:47])[F:46])=[CH:40][C:41]=2[C:42]#[N:43])[CH:16]=1)[CH3:33])=[O:51])([CH3:56])([CH3:55])[CH3:54]. The yield is 0.940. (5) The reactants are [NH:1]1[C:5]2[CH:6]=[CH:7][CH:8]=[CH:9][C:4]=2[N:3]=[C:2]1[CH2:10][N:11]([CH2:22][C:23]1[CH:28]=[CH:27][CH:26]=[CH:25][CH:24]=1)[CH:12]1[C:21]2[N:20]=[CH:19][CH:18]=[CH:17][C:16]=2[CH2:15][CH2:14][CH2:13]1.Br[CH2:30][CH2:31][CH2:32][C:33]#[N:34].CN(CC1N(CC2C=NC=CC=2)C2C=CC=CC=2N=1)C1C2N=CC=CC=2CCC1. No catalyst specified. The product is [C:23]1([CH2:22][N:11]([CH2:10][C:2]2[N:3]([CH2:30][CH2:31][CH2:32][C:33]#[N:34])[C:4]3[CH:9]=[CH:8][CH:7]=[CH:6][C:5]=3[N:1]=2)[CH:12]2[C:21]3[N:20]=[CH:19][CH:18]=[CH:17][C:16]=3[CH2:15][CH2:14][CH2:13]2)[CH:28]=[CH:27][CH:26]=[CH:25][CH:24]=1. The yield is 0.710. (6) The reactants are [C:1]([C:3]1[N:8]=[CH:7][C:6]([C:9]([O:11][CH3:12])=[O:10])=[C:5]([C:13]2[CH:14]=[N:15][C:16]([C:19]([F:22])([F:21])[F:20])=[CH:17][CH:18]=2)[CH:4]=1)#[N:2].[ClH:23]. The catalyst is CO.[Pd]. The product is [ClH:23].[NH2:2][CH2:1][C:3]1[N:8]=[CH:7][C:6]([C:9]([O:11][CH3:12])=[O:10])=[C:5]([C:13]2[CH:14]=[N:15][C:16]([C:19]([F:22])([F:21])[F:20])=[CH:17][CH:18]=2)[CH:4]=1. The yield is 0.923. (7) The reactants are [N:1]([CH2:4][CH:5]1[CH2:8][CH:7]([C:9]([O:11]CC2C=CC=CC=2)=[O:10])[CH2:6]1)=[N+]=[N-]. The catalyst is [Pd].CO. The product is [NH2:1][CH2:4][CH:5]1[CH2:8][CH:7]([C:9]([OH:11])=[O:10])[CH2:6]1. The yield is 1.00. (8) The reactants are C(O[C:6]([N:8]1[CH2:13][CH2:12][N:11]([C:14]2[C:19]([NH:20][S:21]([CH3:24])(=[O:23])=[O:22])=[CH:18][CH:17]=[CH:16][C:15]=2[Cl:25])[CH2:10][CH2:9]1)=O)(C)(C)C.FC(F)(F)C(O)=O.[CH3:33][S:34]([N:37]1[CH2:42][CH2:41][C:40]2[N:43]([CH2:56][CH:57]3C[O:58]3)[N:44]=[C:45]([C:46]3[CH:51]=[CH:50][C:49]([C:52]([F:55])([F:54])[F:53])=[CH:48][CH:47]=3)[C:39]=2[CH2:38]1)(=[O:36])=[O:35]. The catalyst is C(Cl)Cl. The product is [Cl:25][C:15]1[C:14]([N:11]2[CH2:10][CH2:9][N:8]([CH2:6][CH:57]([OH:58])[CH2:56][N:43]3[C:40]4[CH2:41][CH2:42][N:37]([S:34]([CH3:33])(=[O:36])=[O:35])[CH2:38][C:39]=4[C:45]([C:46]4[CH:51]=[CH:50][C:49]([C:52]([F:54])([F:55])[F:53])=[CH:48][CH:47]=4)=[N:44]3)[CH2:13][CH2:12]2)=[C:19]([NH:20][S:21]([CH3:24])(=[O:22])=[O:23])[CH:18]=[CH:17][CH:16]=1. The yield is 0.200.